This data is from Full USPTO retrosynthesis dataset with 1.9M reactions from patents (1976-2016). The task is: Predict the reactants needed to synthesize the given product. (1) Given the product [CH3:46][NH:47][C:2]1[N:7]=[CH:6][N:5]=[C:4]([O:8][C:9]2[CH:14]=[CH:13][C:12]([NH:15][C:16]([NH:18][C:19]3[CH:24]=[CH:23][C:22]([CH2:25][N:26]4[CH2:31][CH2:30][N:29]([C:32]([O:34][C:35](=[O:50])[C:36]5[CH:41]=[CH:40][CH:39]=[CH:38][CH:37]=5)=[O:33])[CH2:28][CH2:27]4)=[C:21]([C:42]([F:45])([F:44])[F:43])[CH:20]=3)=[O:17])=[CH:11][CH:10]=2)[CH:3]=1, predict the reactants needed to synthesize it. The reactants are: Cl[C:2]1[N:7]=[CH:6][N:5]=[C:4]([O:8][C:9]2[CH:14]=[CH:13][C:12]([NH:15][C:16]([NH:18][C:19]3[CH:24]=[CH:23][C:22]([CH2:25][N:26]4[CH2:31][CH2:30][N:29]([C:32]([O:34][CH2:35][C:36]5[CH:41]=[CH:40][CH:39]=[CH:38][CH:37]=5)=[O:33])[CH2:28][CH2:27]4)=[C:21]([C:42]([F:45])([F:44])[F:43])[CH:20]=3)=[O:17])=[CH:11][CH:10]=2)[CH:3]=1.[CH3:46][NH2:47].CC[O:50]C(C)=O. (2) Given the product [C:22]([OH:24])(=[O:23])[CH3:21].[NH:26]1[C:34]2=[N:33][CH:32]=[CH:31][CH:30]=[C:29]2[C:28]([CH:35]=[C:19]2[O:18][C:17]([NH:16][C:3]3[CH:4]=[CH:5][C:6]([NH:8][CH2:9][CH2:10][N:11]4[CH2:15][CH2:14][CH2:13][CH2:12]4)=[CH:7][C:2]=3[CH3:1])=[C:21]([C:22]([O:24][CH2:38][CH3:39])=[O:23])[C:20]2=[O:25])=[CH:27]1, predict the reactants needed to synthesize it. The reactants are: [CH3:1][C:2]1[CH:7]=[C:6]([NH:8][CH2:9][CH2:10][N:11]2[CH2:15][CH2:14][CH2:13][CH2:12]2)[CH:5]=[CH:4][C:3]=1[NH:16][C:17]1[O:18][CH2:19][C:20](=[O:25])[C:21]=1[C:22]([O-:24])=[O:23].[NH:26]1[C:34]2[C:29](=[CH:30][CH:31]=[CH:32][N:33]=2)[C:28]([CH:35]=O)=[CH:27]1.N1CCC[CH2:39][CH2:38]1. (3) Given the product [CH:25]1([CH2:24][CH:23]([C:20]2[CH:19]=[CH:18][C:17]([S:14]([N:11]3[CH2:10][CH2:9][NH:8][CH2:13][CH2:12]3)(=[O:16])=[O:15])=[CH:22][CH:21]=2)[C:30]([NH:31][C:32]2[S:33][C:34]3[C:39]([N:40]=2)=[CH:38][CH:37]=[C:36]([N:41]2[CH2:42][CH2:43][O:44][CH2:45][CH2:46]2)[N:35]=3)=[O:47])[CH2:29][CH2:28][CH2:27][CH2:26]1, predict the reactants needed to synthesize it. The reactants are: C(OC([N:8]1[CH2:13][CH2:12][N:11]([S:14]([C:17]2[CH:22]=[CH:21][C:20]([CH:23]([C:30](=[O:47])[NH:31][C:32]3[S:33][C:34]4[C:39]([N:40]=3)=[CH:38][CH:37]=[C:36]([N:41]3[CH2:46][CH2:45][O:44][CH2:43][CH2:42]3)[N:35]=4)[CH2:24][CH:25]3[CH2:29][CH2:28][CH2:27][CH2:26]3)=[CH:19][CH:18]=2)(=[O:16])=[O:15])[CH2:10][CH2:9]1)=O)(C)(C)C.C(O)(C(F)(F)F)=O. (4) Given the product [CH3:1][N:2]1[CH2:7][CH2:6][CH:5]([CH:8]([C:10]2[CH:15]=[CH:14][CH:13]=[CH:12][CH:11]=2)[OH:9])[CH2:4][CH2:3]1, predict the reactants needed to synthesize it. The reactants are: [CH3:1][N:2]1[CH2:7][CH2:6][CH:5]([C:8]([C:10]2[CH:15]=[CH:14][CH:13]=[CH:12][CH:11]=2)=[O:9])[CH2:4][CH2:3]1.[BH4-].[Na+]. (5) Given the product [Cl:12][C:10]1[S:11][C:6]2[CH:5]=[C:4]([C:1](=[O:3])[NH:14][CH:15]3[CH2:23][C:22]4[C:17](=[CH:18][CH:19]=[CH:20][CH:21]=4)[CH2:16]3)[NH:8][C:7]=2[C:9]=1[Cl:13], predict the reactants needed to synthesize it. The reactants are: [C:1]([C:4]1[NH:8][C:7]2[C:9]([Cl:13])=[C:10]([Cl:12])[S:11][C:6]=2[CH:5]=1)([OH:3])=O.[NH2:14][CH:15]1[CH2:23][C:22]2[C:17](=[CH:18][CH:19]=[CH:20][CH:21]=2)[CH2:16]1.C(N(C(C)C)CC)(C)C.CN(C(ON1N=NC2C=CC=NC1=2)=[N+](C)C)C.F[P-](F)(F)(F)(F)F.